This data is from Reaction yield outcomes from USPTO patents with 853,638 reactions. The task is: Predict the reaction yield, written as a fraction of the theoretical maximum amount of product (1.0 means a 100% yield; for example, 0.34 means a 34% yield). (1) The reactants are COP([CH2:7][C:8]1[CH:17]=[CH:16][C:11]([C:12]([O:14][CH3:15])=[O:13])=[CH:10][CH:9]=1)(OC)=O.C([N-]C(C)C)(C)C.[Li+].[C:26]([O:30][C:31]([N:33]1[CH2:38][CH2:37][C:36](=O)[CH2:35][CH2:34]1)=[O:32])([CH3:29])([CH3:28])[CH3:27]. The catalyst is C1COCC1. The product is [C:26]([O:30][C:31]([N:33]1[CH2:38][CH2:37][C:36](=[CH:7][C:8]2[CH:9]=[CH:10][C:11]([C:12]([O:14][CH3:15])=[O:13])=[CH:16][CH:17]=2)[CH2:35][CH2:34]1)=[O:32])([CH3:29])([CH3:27])[CH3:28]. The yield is 0.350. (2) The reactants are [Cl:1][C:2]1[CH:7]=[CH:6][C:5]([C:8]2[N:12]([CH2:13][O:14][CH3:15])[C:11]3[CH:16]=[C:17]([C:19]([OH:21])=[O:20])[S:18][C:10]=3[C:9]=2[CH:22]2[CH2:27][CH2:26][CH2:25][CH2:24][CH2:23]2)=[CH:4][CH:3]=1.[Li]CCCC.CN(CCN(C)C)C.[C:41]([O-:44])([O-])=O.[K+].[K+].[CH3:47]I. The catalyst is C1COCC1.CN(C=O)C.CCOC(C)=O. The product is [Cl:1][C:2]1[CH:7]=[CH:6][C:5]([C:8]2[N:12]([CH2:13][O:14][CH3:15])[C:11]3[C:16]([CH:41]=[O:44])=[C:17]([C:19]([O:21][CH3:47])=[O:20])[S:18][C:10]=3[C:9]=2[CH:22]2[CH2:27][CH2:26][CH2:25][CH2:24][CH2:23]2)=[CH:4][CH:3]=1. The yield is 0.720. (3) The reactants are [CH:1]1([NH:7][CH3:8])[CH2:6][CH2:5][CH2:4][CH2:3][CH2:2]1.[CH2:9]([N:14]1[C:19]2[CH:20]=[CH:21][CH:22]=[CH:23][C:18]=2[C:17](=[O:24])OC1=O)[CH2:10][CH2:11][CH2:12][CH3:13]. No catalyst specified. The product is [CH:1]1([N:7]([CH3:8])[C:17](=[O:24])[C:18]2[CH:23]=[CH:22][CH:21]=[CH:20][C:19]=2[NH:14][CH2:9][CH2:10][CH2:11][CH2:12][CH3:13])[CH2:6][CH2:5][CH2:4][CH2:3][CH2:2]1. The yield is 0.670. (4) The reactants are [CH3:1][CH:2]([C:4]1[CH:9]=[CH:8][C:7]([C:10]2[C:18]3[C:13](=[CH:14][CH:15]=[C:16]([C:19]#[N:20])[CH:17]=3)[N:12](C3CCCCO3)[N:11]=2)=[CH:6][CH:5]=1)[CH3:3].[N:27]([Sn](CCCC)(CCCC)CCCC)=[N+:28]=[N-:29].O1CCOCC1.Cl. The catalyst is C1(C)C=CC=CC=1.[OH-].[Na+]. The product is [CH3:1][CH:2]([C:4]1[CH:5]=[CH:6][C:7]([C:10]2[C:18]3[C:13](=[CH:14][CH:15]=[C:16]([C:19]4[N:20]=[N:27][NH:28][N:29]=4)[CH:17]=3)[NH:12][N:11]=2)=[CH:8][CH:9]=1)[CH3:3]. The yield is 0.800. (5) The reactants are [Li]CCCC.CCCCCC.CC1(C)CCCC(C)(C)N1.[Cl:22][C:23]1[CH:24]=[C:25]([CH:29]=[CH:30][CH:31]=1)[C:26]([OH:28])=[O:27].[Cl:32][C:33]1[CH:38]=[CH:37][C:36]([S:39]([N:42]([C:46]2[C:47]([CH:53]=O)=[N:48][CH:49]=[C:50]([Cl:52])[CH:51]=2)[CH2:43][O:44][CH3:45])(=[O:41])=[O:40])=[CH:35][C:34]=1[C:55]([F:58])([F:57])[F:56]. The catalyst is C1COCC1.CCOCC. The product is [Cl:32][C:33]1[CH:38]=[CH:37][C:36]([S:39]([N:42]([C:46]2[C:47]([CH:53]3[C:24]4[C:25](=[CH:29][CH:30]=[CH:31][C:23]=4[Cl:22])[C:26](=[O:28])[O:27]3)=[N:48][CH:49]=[C:50]([Cl:52])[CH:51]=2)[CH2:43][O:44][CH3:45])(=[O:41])=[O:40])=[CH:35][C:34]=1[C:55]([F:56])([F:58])[F:57]. The yield is 0.266. (6) The reactants are [F:1][C:2]([F:18])([F:17])[C:3]1[O:7][N:6]=[C:5]([C:8]2[S:12][C:11]([C:13]([OH:15])=O)=[CH:10][CH:9]=2)[C:4]=1[CH3:16].[NH:19]1[CH2:24][CH2:23][O:22][CH2:21][CH2:20]1.C1COCC1.N1CCCCC1. The catalyst is C(N(CC)CC)C. The product is [CH3:16][C:4]1[C:5]([C:8]2[S:12][C:11]([C:13]([N:19]3[CH2:24][CH2:23][O:22][CH2:21][CH2:20]3)=[O:15])=[CH:10][CH:9]=2)=[N:6][O:7][C:3]=1[C:2]([F:1])([F:18])[F:17]. The yield is 0.950. (7) The reactants are C[O:2][C:3]([C:5]1[CH:10]=[CH:9][C:8]([C:11]2[CH:16]=[C:15]([Cl:17])[C:14]([CH2:18][N:19]3[CH2:23][CH2:22][CH:21]([CH:24]4[CH2:29][CH2:28][CH2:27][CH2:26][CH2:25]4)[C:20]3=[O:30])=[C:13]([Cl:31])[CH:12]=2)=[CH:7][CH:6]=1)=[O:4].[OH-].[Na+]. The catalyst is C1COCC1. The product is [Cl:31][C:13]1[CH:12]=[C:11]([C:8]2[CH:7]=[CH:6][C:5]([C:3]([OH:4])=[O:2])=[CH:10][CH:9]=2)[CH:16]=[C:15]([Cl:17])[C:14]=1[CH2:18][N:19]1[CH2:23][CH2:22][CH:21]([CH:24]2[CH2:25][CH2:26][CH2:27][CH2:28][CH2:29]2)[C:20]1=[O:30]. The yield is 0.960.